This data is from Full USPTO retrosynthesis dataset with 1.9M reactions from patents (1976-2016). The task is: Predict the reactants needed to synthesize the given product. (1) Given the product [N:33]1[CH:34]=[CH:35][C:30]([CH2:29][NH:28][C:13]([C:10]2[S:11][CH:12]=[C:8]([C:5]3[CH:4]=[CH:3][C:2]([Cl:1])=[CH:7][CH:6]=3)[N:9]=2)=[O:15])=[CH:31][CH:32]=1, predict the reactants needed to synthesize it. The reactants are: [Cl:1][C:2]1[CH:7]=[CH:6][C:5]([C:8]2[N:9]=[C:10]([C:13]([OH:15])=O)[S:11][CH:12]=2)=[CH:4][CH:3]=1.C1N=CN(C(N2C=NC=C2)=O)C=1.[NH2:28][CH2:29][C:30]1[CH:35]=[CH:34][N:33]=[CH:32][CH:31]=1. (2) Given the product [CH2:3]([O:5][C:6](=[O:12])[CH2:7][NH:8][CH2:9][CH2:10][NH:11][S:19]([C:16]1[S:17][CH:18]=[C:14]([CH3:13])[N:15]=1)(=[O:21])=[O:20])[CH3:4], predict the reactants needed to synthesize it. The reactants are: Cl.Cl.[CH2:3]([O:5][C:6](=[O:12])[CH2:7][NH:8][CH2:9][CH2:10][NH2:11])[CH3:4].[CH3:13][C:14]1[N:15]=[C:16]([S:19](Cl)(=[O:21])=[O:20])[S:17][CH:18]=1. (3) Given the product [F:28][C:29]1[CH:30]=[CH:31][C:32]([CH2:33][C:34]2([NH:39][CH2:16][CH:15]([C:12]3[CH:13]=[CH:14][C:9]([OH:8])=[C:10]([NH:22][S:23]([CH3:26])(=[O:24])=[O:25])[CH:11]=3)[OH:21])[CH2:38][CH2:37][CH2:36][CH2:35]2)=[CH:40][CH:41]=1, predict the reactants needed to synthesize it. The reactants are: C([O:8][C:9]1[CH:14]=[CH:13][C:12]([C:15](=[O:21])[CH:16](OCC)O)=[CH:11][C:10]=1[NH:22][S:23]([CH3:26])(=[O:25])=[O:24])C1C=CC=CC=1.Cl.[F:28][C:29]1[CH:41]=[CH:40][C:32]([CH2:33][C:34]2([NH2:39])[CH2:38][CH2:37][CH2:36][CH2:35]2)=[CH:31][CH:30]=1.Cl. (4) Given the product [Cl:12][C:8]1[CH:7]=[C:6]2[C:11]([C:2]([NH:26][CH2:25][CH2:24][CH2:23][N:20]3[CH2:19][CH2:18][N:17]([CH2:16][CH2:15][CH2:14][NH:13][C:2]4[C:11]5[C:6](=[CH:7][C:8]([Cl:12])=[CH:9][CH:10]=5)[N:5]=[CH:4][CH:3]=4)[CH2:22][CH2:21]3)=[CH:3][CH:4]=[N:5]2)=[CH:10][CH:9]=1, predict the reactants needed to synthesize it. The reactants are: Cl[C:2]1[C:11]2[C:6](=[CH:7][C:8]([Cl:12])=[CH:9][CH:10]=2)[N:5]=[CH:4][CH:3]=1.[NH2:13][CH2:14][CH2:15][CH2:16][N:17]1[CH2:22][CH2:21][N:20]([CH2:23][CH2:24][CH2:25][NH2:26])[CH2:19][CH2:18]1.C([O-])([O-])=O.[K+].[K+]. (5) Given the product [F:56][C:57]1[CH:58]=[C:59]([CH:62]=[CH:63][CH:64]=1)[CH2:60][NH:61][C:20]([C:3]1[N:4]([CH2:17][CH2:18][CH3:19])[C:5](=[O:16])[C:6]2[C:11]([C:2]=1[CH3:1])=[CH:10][CH:9]=[C:8]([C:12]([F:13])([F:15])[F:14])[CH:7]=2)=[O:22], predict the reactants needed to synthesize it. The reactants are: [CH3:1][C:2]1[C:11]2[C:6](=[CH:7][C:8]([C:12]([F:15])([F:14])[F:13])=[CH:9][CH:10]=2)[C:5](=[O:16])[N:4]([CH2:17][CH2:18][CH3:19])[C:3]=1[C:20]([OH:22])=O.CN(C(ON1N=NC2C=CC=NC1=2)=[N+](C)C)C.F[P-](F)(F)(F)(F)F.CCN(C(C)C)C(C)C.[F:56][C:57]1[CH:58]=[C:59]([CH:62]=[CH:63][CH:64]=1)[CH2:60][NH2:61]. (6) Given the product [C:1]([O:5][C:6]([N:8]1[CH2:12][C@@H:11]([CH2:13][N:14]([CH:24]([CH3:25])[CH3:26])[C:15]([O:17][CH2:18][CH2:19][Si:20]([CH3:23])([CH3:22])[CH3:21])=[O:16])[C@H:10]([CH:27]=[O:28])[CH2:9]1)=[O:7])([CH3:3])([CH3:4])[CH3:2], predict the reactants needed to synthesize it. The reactants are: [C:1]([O:5][C:6]([N:8]1[CH2:12][C@@H:11]([CH2:13][N:14]([CH:24]([CH3:26])[CH3:25])[C:15]([O:17][CH2:18][CH2:19][Si:20]([CH3:23])([CH3:22])[CH3:21])=[O:16])[C@H:10]([CH2:27][OH:28])[CH2:9]1)=[O:7])([CH3:4])([CH3:3])[CH3:2].CC(OI1(OC(C)=O)(OC(C)=O)OC(=O)C2C=CC=CC1=2)=O. (7) Given the product [CH2:37]([S:34]([C:29]1[CH:30]=[CH:31][CH:32]=[CH:33][C:28]=1[CH2:27][N:24]1[C:5]2[N:6]=[C:7]([NH:10][C:11]3[CH:12]=[CH:13][C:14]([N:17]4[CH2:22][CH2:21][N:20]([CH3:23])[CH2:19][CH2:18]4)=[CH:15][CH:16]=3)[N:8]=[CH:9][C:4]=2[CH:3]=[C:2]([C:39]2[CH:44]=[CH:43][CH:42]=[CH:41][CH:40]=2)[C:25]1=[O:26])(=[O:35])=[O:36])[CH3:38], predict the reactants needed to synthesize it. The reactants are: Br[C:2]1[C:25](=[O:26])[N:24]([CH2:27][C:28]2[CH:33]=[CH:32][CH:31]=[CH:30][C:29]=2[S:34]([CH2:37][CH3:38])(=[O:36])=[O:35])[C:5]2[N:6]=[C:7]([NH:10][C:11]3[CH:16]=[CH:15][C:14]([N:17]4[CH2:22][CH2:21][N:20]([CH3:23])[CH2:19][CH2:18]4)=[CH:13][CH:12]=3)[N:8]=[CH:9][C:4]=2[CH:3]=1.[C:39]1(B(O)O)[CH:44]=[CH:43][CH:42]=[CH:41][CH:40]=1.[O-]P([O-])([O-])=O.[K+].[K+].[K+].CN(C)C=O.